Dataset: Catalyst prediction with 721,799 reactions and 888 catalyst types from USPTO. Task: Predict which catalyst facilitates the given reaction. (1) Reactant: [Cl:1][C:2]1[N:10]=[CH:9][CH:8]=[CH:7][C:3]=1[C:4](Cl)=[O:5].[N+:11]([CH2:13][C:14]([O:16][C:17]([CH3:20])([CH3:19])[CH3:18])=[O:15])#[C-:12].C(N(CC)CC)C. Product: [C:17]([O:16][C:14]([C:13]1[N:11]=[CH:12][O:5][C:4]=1[C:3]1[C:2]([Cl:1])=[N:10][CH:9]=[CH:8][CH:7]=1)=[O:15])([CH3:20])([CH3:19])[CH3:18]. The catalyst class is: 1. (2) Reactant: [F:1][C:2]1[N:3]=[CH:4][C:5]2[C:10]([CH:11]=1)=[CH:9][C:8]([C:12]1[S:16][C:15]([NH:17][C:18](=[O:24])[O:19][C:20]([CH3:23])([CH3:22])[CH3:21])=[N:14][CH:13]=1)=[CH:7][CH:6]=2.C(=O)([O-])[O-].[Cs+].[Cs+].[Si:31]([O:38][C@@H:39]([C:54]1[CH:59]=[CH:58][C:57]([C:60]([F:63])([F:62])[F:61])=[CH:56][CH:55]=1)[C@H:40]1[CH2:44]OS(=O)(=O)[N:41]1[C:47]([O:49][C:50]([CH3:53])([CH3:52])[CH3:51])=[O:48])([C:34]([CH3:37])([CH3:36])[CH3:35])([CH3:33])[CH3:32].Cl. Product: [C:50]([O:49][C:47]([NH:41][C@@H:40]([C@@H:39]([O:38][Si:31]([C:34]([CH3:35])([CH3:37])[CH3:36])([CH3:32])[CH3:33])[C:54]1[CH:55]=[CH:56][C:57]([C:60]([F:63])([F:62])[F:61])=[CH:58][CH:59]=1)[CH2:44][N:17]([C:15]1[S:16][C:12]([C:8]2[CH:9]=[C:10]3[C:5](=[CH:6][CH:7]=2)[CH:4]=[N:3][C:2]([F:1])=[CH:11]3)=[CH:13][N:14]=1)[C:18](=[O:24])[O:19][C:20]([CH3:21])([CH3:23])[CH3:22])=[O:48])([CH3:53])([CH3:52])[CH3:51]. The catalyst class is: 329. (3) Reactant: O=[C:2]([CH2:8][C:9]1[CH:14]=[CH:13][CH:12]=[CH:11][CH:10]=1)[C:3]([O:5][CH2:6][CH3:7])=[O:4].[C:15]1([NH:21]N)[CH:20]=[CH:19][CH:18]=[CH:17][CH:16]=1.C(O)C.Cl. The catalyst class is: 445. Product: [C:9]1([C:8]2[C:20]3[C:15](=[CH:16][CH:17]=[CH:18][CH:19]=3)[NH:21][C:2]=2[C:3]([O:5][CH2:6][CH3:7])=[O:4])[CH:14]=[CH:13][CH:12]=[CH:11][CH:10]=1. (4) Reactant: [PH2:1](=[O:3])[O-:2].[NH4+].C[Si](C)(C)N[Si](C)(C)C.[CH2:14]=[C:15]([CH2:23][CH2:24][C:25]([O:27][C:28]([CH3:31])([CH3:30])[CH3:29])=[O:26])[C:16]([O:18][C:19]([CH3:22])([CH3:21])[CH3:20])=[O:17]. Product: [OH:3][PH:1]([CH2:14][CH:15]([CH2:23][CH2:24][C:25]([O:27][C:28]([CH3:29])([CH3:31])[CH3:30])=[O:26])[C:16]([O:18][C:19]([CH3:20])([CH3:21])[CH3:22])=[O:17])=[O:2]. The catalyst class is: 4.